Dataset: NCI-60 drug combinations with 297,098 pairs across 59 cell lines. Task: Regression. Given two drug SMILES strings and cell line genomic features, predict the synergy score measuring deviation from expected non-interaction effect. (1) Drug 1: C1CN1P(=S)(N2CC2)N3CC3. Drug 2: CC1=C(C(CCC1)(C)C)C=CC(=CC=CC(=CC(=O)O)C)C. Cell line: MDA-MB-435. Synergy scores: CSS=2.42, Synergy_ZIP=-2.15, Synergy_Bliss=-1.21, Synergy_Loewe=-2.09, Synergy_HSA=-2.16. (2) Drug 2: CC1C(C(CC(O1)OC2CC(CC3=C2C(=C4C(=C3O)C(=O)C5=CC=CC=C5C4=O)O)(C(=O)C)O)N)O. Cell line: MDA-MB-231. Drug 1: CN1CCC(CC1)COC2=C(C=C3C(=C2)N=CN=C3NC4=C(C=C(C=C4)Br)F)OC. Synergy scores: CSS=48.1, Synergy_ZIP=-0.610, Synergy_Bliss=2.63, Synergy_Loewe=-2.93, Synergy_HSA=5.43. (3) Drug 1: C1CC(=O)NC(=O)C1N2C(=O)C3=CC=CC=C3C2=O. Drug 2: CC1=C(C(=O)C2=C(C1=O)N3CC4C(C3(C2COC(=O)N)OC)N4)N. Cell line: HT29. Synergy scores: CSS=35.8, Synergy_ZIP=28.8, Synergy_Bliss=31.5, Synergy_Loewe=20.2, Synergy_HSA=25.3. (4) Drug 1: CCC1=C2CN3C(=CC4=C(C3=O)COC(=O)C4(CC)O)C2=NC5=C1C=C(C=C5)O. Drug 2: C1CN(CCN1C(=O)CCBr)C(=O)CCBr. Cell line: MDA-MB-231. Synergy scores: CSS=26.5, Synergy_ZIP=-5.87, Synergy_Bliss=-1.20, Synergy_Loewe=2.75, Synergy_HSA=3.68. (5) Drug 2: CS(=O)(=O)OCCCCOS(=O)(=O)C. Drug 1: C1CN(CCN1C(=O)CCBr)C(=O)CCBr. Cell line: SNB-75. Synergy scores: CSS=10.8, Synergy_ZIP=-4.13, Synergy_Bliss=-1.72, Synergy_Loewe=-9.01, Synergy_HSA=-3.02.